The task is: Predict the reaction yield, written as a fraction of the theoretical maximum amount of product (1.0 means a 100% yield; for example, 0.34 means a 34% yield).. This data is from Reaction yield outcomes from USPTO patents with 853,638 reactions. (1) The reactants are [CH3:1][O:2][C:3]1[CH:8]=[CH:7][C:6]([S:9]([N:12]2[C:16]([C:17]3[CH:22]=[CH:21][CH:20]=[CH:19][CH:18]=3)=[CH:15][C:14]([CH:23]=O)=[CH:13]2)(=[O:11])=[O:10])=[CH:5][CH:4]=1.[Cl-:25].C[NH3+].[C:28]([BH3-])#[N:29].[Na+]. The catalyst is CO. The product is [ClH:25].[CH3:1][O:2][C:3]1[CH:8]=[CH:7][C:6]([S:9]([N:12]2[C:16]([C:17]3[CH:22]=[CH:21][CH:20]=[CH:19][CH:18]=3)=[CH:15][C:14]([CH2:23][NH:29][CH3:28])=[CH:13]2)(=[O:11])=[O:10])=[CH:5][CH:4]=1. The yield is 0.540. (2) The yield is 0.930. The product is [NH2:8][C:11]1[CH:37]=[CH:36][CH:35]=[CH:34][C:12]=1[CH2:13][NH:14][C:15]([NH:17][C:18]1[N:22]([C:23]2[CH:28]=[CH:27][C:26]([CH3:29])=[CH:25][CH:24]=2)[N:21]=[C:20]([C:30]([CH3:32])([CH3:33])[CH3:31])[CH:19]=1)=[O:16]. The catalyst is [C].[Pd].ClCCl. The reactants are CO.C1COCC1.[N+:8]([C:11]1[CH:37]=[CH:36][CH:35]=[CH:34][C:12]=1[CH2:13][NH:14][C:15]([NH:17][C:18]1[N:22]([C:23]2[CH:28]=[CH:27][C:26]([CH3:29])=[CH:25][CH:24]=2)[N:21]=[C:20]([C:30]([CH3:33])([CH3:32])[CH3:31])[CH:19]=1)=[O:16])([O-])=O. (3) The reactants are Cl[C:2]1(C#N)[CH2:7][CH:6]2[CH2:8][CH2:9][CH:3]1[CH:4]=[CH:5]2.[OH-].[K+].CC[O:16]C(C)=O. The catalyst is CS(C)=O.O. The product is [CH:3]12[CH2:9][CH2:8][CH:6]([CH:5]=[CH:4]1)[CH2:7][C:2]2=[O:16]. The yield is 0.450. (4) The reactants are [CH3:1][O:2][C:3]([CH:5]1[CH2:10][C:9](=[O:11])[CH2:8][C:7](=O)[CH2:6]1)=[O:4].N/[CH:14]=[CH:15]\[C:16](=O)[C:17]([F:20])([F:19])[F:18].FC(F)(F)C(O)=O.FC(F)(F)C([O-])=O.[NH4+:36]. The catalyst is C1(C)C=CC=CC=1.C(OCC)(=O)C. The product is [CH3:1][O:2][C:3]([CH:5]1[CH2:6][C:7]2[N:36]=[C:16]([C:17]([F:20])([F:19])[F:18])[CH:15]=[CH:14][C:8]=2[C:9](=[O:11])[CH2:10]1)=[O:4]. The yield is 0.680. (5) The reactants are [F:1][C:2]([F:51])([F:50])[C:3]1[CH:4]=[C:5]([C@H:13]2[O:17][C:16](=[O:18])[N:15]([CH2:19][C:20]3[C:25]([C:26]4[CH:27]=[C:28]([C:34]5[CH:42]=[CH:41][C:37]([C:38](O)=[O:39])=[CH:36][C:35]=5[CH3:43])[CH:29]=[N:30][C:31]=4[O:32][CH3:33])=[CH:24][N:23]=[C:22]([N:44]4[CH2:47][CH:46]([F:48])[CH2:45]4)[N:21]=3)[C@H:14]2[CH3:49])[CH:6]=[C:7]([C:9]([F:12])([F:11])[F:10])[CH:8]=1.C1C=CC2N(O)N=NC=2C=1.CCN(C(C)C)C(C)C.O.[NH2:72][C:73]1[NH:77][N:76]=[N:75][N:74]=1. The catalyst is CN(C=O)C.C(Cl)CCl. The product is [F:1][C:2]([F:50])([F:51])[C:3]1[CH:4]=[C:5]([C@H:13]2[O:17][C:16](=[O:18])[N:15]([CH2:19][C:20]3[C:25]([C:26]4[CH:27]=[C:28]([C:34]5[CH:42]=[CH:41][C:37]([C:38]([NH:72][C:73]6[NH:77][N:76]=[N:75][N:74]=6)=[O:39])=[CH:36][C:35]=5[CH3:43])[CH:29]=[N:30][C:31]=4[O:32][CH3:33])=[CH:24][N:23]=[C:22]([N:44]4[CH2:45][CH:46]([F:48])[CH2:47]4)[N:21]=3)[C@H:14]2[CH3:49])[CH:6]=[C:7]([C:9]([F:12])([F:10])[F:11])[CH:8]=1. The yield is 0.430. (6) The reactants are [C:1]1([CH2:7][C:8]([CH:10]2[C:15](=O)[CH2:14][CH2:13][S:12][CH2:11]2)=O)[CH:6]=[CH:5][CH:4]=[CH:3][CH:2]=1.[CH3:17][C:18]1[N:19]([C:23]2[CH:28]=[CH:27][C:26]([NH:29][C:30]([NH2:32])=[NH:31])=[CH:25][CH:24]=2)[CH:20]=[CH:21][N:22]=1. No catalyst specified. The product is [CH2:7]([C:8]1[C:10]2[CH2:11][S:12][CH2:13][CH2:14][C:15]=2[N:32]=[C:30]([NH:29][C:26]2[CH:27]=[CH:28][C:23]([N:19]3[CH:20]=[CH:21][N:22]=[C:18]3[CH3:17])=[CH:24][CH:25]=2)[N:31]=1)[C:1]1[CH:6]=[CH:5][CH:4]=[CH:3][CH:2]=1. The yield is 0.280.